This data is from Catalyst prediction with 721,799 reactions and 888 catalyst types from USPTO. The task is: Predict which catalyst facilitates the given reaction. (1) Reactant: [I:1][C:2]1[CH:7]=[CH:6][C:5]([CH:8]2[CH:17]([C:18]3[CH:23]=[CH:22][C:21]([O:24][CH:25]4[CH2:30][CH2:29][CH2:28][CH2:27][O:26]4)=[CH:20][CH:19]=3)[C:16](=[O:31])[C:15]3[C:10](=[CH:11][C:12]([O:32][CH:33]4[CH2:38][CH2:37][CH2:36][CH2:35][O:34]4)=[CH:13][CH:14]=3)[O:9]2)=[CH:4][CH:3]=1.[CH3:39][Mg]Cl. Product: [I:1][C:2]1[CH:7]=[CH:6][C:5]([CH:8]2[CH:17]([C:18]3[CH:19]=[CH:20][C:21]([O:24][CH:25]4[CH2:30][CH2:29][CH2:28][CH2:27][O:26]4)=[CH:22][CH:23]=3)[C:16]([CH3:39])([OH:31])[C:15]3[C:10](=[CH:11][C:12]([O:32][CH:33]4[CH2:38][CH2:37][CH2:36][CH2:35][O:34]4)=[CH:13][CH:14]=3)[O:9]2)=[CH:4][CH:3]=1. The catalyst class is: 1. (2) Reactant: [F:1][C:2]1[CH:3]=[C:4]([CH2:9][C:10]([NH2:12])=[O:11])[CH:5]=[CH:6][C:7]=1[F:8].[CH3:13][C:14]([CH3:18])([CH3:17])[CH:15]=O.[NH:19]1[C:23]2[CH:24]=[CH:25][CH:26]=[CH:27][C:22]=2[N:21]=[N:20]1.C1(C)C=CC(S(O)(=O)=O)=CC=1. Product: [N:19]1([CH:15]([NH:12][C:10](=[O:11])[CH2:9][C:4]2[CH:5]=[CH:6][C:7]([F:8])=[C:2]([F:1])[CH:3]=2)[C:14]([CH3:18])([CH3:17])[CH3:13])[C:23]2[CH:24]=[CH:25][CH:26]=[CH:27][C:22]=2[N:21]=[N:20]1. The catalyst class is: 11. (3) Reactant: C(NC(C)C)(C)C.C([Li])CCC.[C:13](#[N:17])[CH:14]([CH3:16])[CH3:15].[Br:18][C:19]1[CH:32]=[CH:31][C:22]([O:23][Si:24]([C:27]([CH3:30])([CH3:29])[CH3:28])([CH3:26])[CH3:25])=[CH:21][C:20]=1[CH2:33]Br.[Cl-].[NH4+]. Product: [Br:18][C:19]1[CH:32]=[CH:31][C:22]([O:23][Si:24]([C:27]([CH3:30])([CH3:29])[CH3:28])([CH3:26])[CH3:25])=[CH:21][C:20]=1[CH2:33][C:14]([CH3:16])([CH3:15])[C:13]#[N:17]. The catalyst class is: 134.